This data is from Reaction yield outcomes from USPTO patents with 853,638 reactions. The task is: Predict the reaction yield, written as a fraction of the theoretical maximum amount of product (1.0 means a 100% yield; for example, 0.34 means a 34% yield). (1) The reactants are [O:1]1[C:5]([C:6]2[CH:11]=[CH:10][C:9]([NH:12][C:13]3[N:14]=[C:15]([NH:23][CH2:24][C@H:25]4[CH2:29][CH2:28][CH2:27][O:26]4)[C:16]4[CH2:22][NH:21][CH2:20][CH2:19][C:17]=4[N:18]=3)=[CH:8][CH:7]=2)=[CH:4][N:3]=[CH:2]1.[C:30](O)(=O)C.C=O.C([BH3-])#N.[Na+]. The catalyst is CO. The product is [CH3:30][N:21]1[CH2:20][CH2:19][C:17]2[N:18]=[C:13]([NH:12][C:9]3[CH:8]=[CH:7][C:6]([C:5]4[O:1][CH:2]=[N:3][CH:4]=4)=[CH:11][CH:10]=3)[N:14]=[C:15]([NH:23][CH2:24][C@H:25]3[CH2:29][CH2:28][CH2:27][O:26]3)[C:16]=2[CH2:22]1. The yield is 0.303. (2) The reactants are Br[CH2:2][C:3]1[C:4]([C:9]([O:11][CH3:12])=[O:10])=[CH:5][CH:6]=[CH:7][CH:8]=1.[C:13](=[O:16])([O-])[O-].[K+].[K+].[OH2:19]. The catalyst is CN(C)C=O.C(OCC)(=O)C. The product is [O:19]1[C:8]2[CH:7]=[CH:6][C:13]([O:16][CH2:2][C:3]3[CH:8]=[CH:7][CH:6]=[CH:5][C:4]=3[C:9]([O:11][CH3:12])=[O:10])=[CH:2][C:3]=2[CH:4]=[CH:5]1.[O:19]1[C:3]2[CH:8]=[CH:7][C:13]([O:16][CH2:2][C:3]3[CH:8]=[CH:7][CH:6]=[CH:5][C:4]=3[C:9]([O:11][CH3:12])=[O:10])=[CH:9][C:4]=2[CH2:5][CH2:6]1. The yield is 0.270. (3) The reactants are [C:1]1([S:7]([N:10]2[C:18]3[C:13](=[CH:14][CH:15]=[CH:16][CH:17]=3)[C:12](B(O)O)=[CH:11]2)(=[O:9])=[O:8])[CH:6]=[CH:5][CH:4]=[CH:3][CH:2]=1.FC(F)(F)S(O[C:28]1[CH:33]=[CH:32][CH:31]=[CH:30][C:29]=1[C:34]([CH3:37])([CH3:36])[CH3:35])(=O)=O.C(=O)([O-])[O-].[Na+].[Na+].O1CCOCC1. The catalyst is O.C(OCC)(=O)C.C1C=CC([P]([Pd]([P](C2C=CC=CC=2)(C2C=CC=CC=2)C2C=CC=CC=2)([P](C2C=CC=CC=2)(C2C=CC=CC=2)C2C=CC=CC=2)[P](C2C=CC=CC=2)(C2C=CC=CC=2)C2C=CC=CC=2)(C2C=CC=CC=2)C2C=CC=CC=2)=CC=1. The product is [C:34]([C:29]1[CH:30]=[CH:31][CH:32]=[CH:33][C:28]=1[C:12]1[C:13]2[C:18](=[CH:17][CH:16]=[CH:15][CH:14]=2)[N:10]([S:7]([C:1]2[CH:6]=[CH:5][CH:4]=[CH:3][CH:2]=2)(=[O:9])=[O:8])[CH:11]=1)([CH3:37])([CH3:36])[CH3:35]. The yield is 0.920.